From a dataset of Full USPTO retrosynthesis dataset with 1.9M reactions from patents (1976-2016). Predict the reactants needed to synthesize the given product. (1) Given the product [Br:18][C:4]1[C:5]2[O:9][C:8]3[CH:10]=[CH:11][C:12]([C:14]#[N:15])=[CH:13][C:7]=3[C:6]=2[CH:16]=[C:2]([F:1])[C:3]=1[OH:17], predict the reactants needed to synthesize it. The reactants are: [F:1][C:2]1[C:3]([OH:17])=[CH:4][C:5]2[O:9][C:8]3[CH:10]=[CH:11][C:12]([C:14]#[N:15])=[CH:13][C:7]=3[C:6]=2[CH:16]=1.[Br:18]N1C(=O)CCC1=O. (2) Given the product [CH2:39]([O:46][C:47](=[O:87])[N:48]([CH2:84][CH:85]=[CH2:86])[C:49]1[C:54](=[O:55])[N:53]2[C@H:56]([C:61](=[O:83])[NH:62][CH2:63][C:64]3[CH:69]=[CH:68][C:67]([C:70]([NH:72][C:73]([O:75][CH2:76][C:77]4[CH:78]=[CH:79][CH:80]=[CH:81][CH:82]=4)=[O:74])=[NH:71])=[CH:66][CH:65]=3)[CH2:57][C@:58]([NH:60][CH:1]([CH3:3])[CH3:2])([CH3:59])[C:52]2=[N:51][CH:50]=1)[C:40]1[CH:45]=[CH:44][CH:43]=[CH:42][CH:41]=1, predict the reactants needed to synthesize it. The reactants are: [C:1](OC(=O)NC(C1C=CC(CNC([C@H]2N3C(=O)C(NCC4C=CC=CC=4)=CN=C3CC2)=O)=CC=1)=N)(C)([CH3:3])[CH3:2].[CH2:39]([O:46][C:47](=[O:87])[N:48]([CH2:84][CH:85]=[CH2:86])[C:49]1[C:54](=[O:55])[N:53]2[C@H:56]([C:61](=[O:83])[NH:62][CH2:63][C:64]3[CH:69]=[CH:68][C:67]([C:70]([NH:72][C:73]([O:75][CH2:76][C:77]4[CH:82]=[CH:81][CH:80]=[CH:79][CH:78]=4)=[O:74])=[NH:71])=[CH:66][CH:65]=3)[CH2:57][C@:58]([NH2:60])([CH3:59])[C:52]2=[N:51][CH:50]=1)[C:40]1[CH:45]=[CH:44][CH:43]=[CH:42][CH:41]=1.CC(C)=O.[BH-](OC(C)=O)(OC(C)=O)OC(C)=O.[Na+]. (3) Given the product [F:1][C:2]([CH3:35])([CH3:34])[CH:3]([NH:8][C:9]([C:11]1[N:12]=[C:13]([C:28]2[CH:33]=[CH:32][CH:31]=[CH:30][CH:29]=2)[N:14]2[CH2:20][CH2:19][CH2:18][NH:17][CH2:16][C:15]=12)=[O:10])[C:4]([NH:6][CH3:7])=[O:5], predict the reactants needed to synthesize it. The reactants are: [F:1][C:2]([CH3:35])([CH3:34])[CH:3]([NH:8][C:9]([C:11]1[N:12]=[C:13]([C:28]2[CH:33]=[CH:32][CH:31]=[CH:30][CH:29]=2)[N:14]2[CH2:20][CH2:19][CH2:18][N:17](C(OC(C)(C)C)=O)[CH2:16][C:15]=12)=[O:10])[C:4]([NH:6][CH3:7])=[O:5].FC(F)(F)C(O)=O. (4) Given the product [N+:1]([C:4]1[CH:26]=[CH:25][C:7]([O:8][C:9]2[CH:14]=[CH:13][N:12]=[C:11]3[CH:15]=[C:16]([C:18]4[CH:23]=[CH:22][C:21]([O:24][CH2:44][CH2:45][N:46]5[CH2:51][CH2:50][O:49][CH2:48][CH2:47]5)=[CH:20][CH:19]=4)[S:17][C:10]=23)=[CH:6][CH:5]=1)([O-:3])=[O:2], predict the reactants needed to synthesize it. The reactants are: [N+:1]([C:4]1[CH:26]=[CH:25][C:7]([O:8][C:9]2[CH:14]=[CH:13][N:12]=[C:11]3[CH:15]=[C:16]([C:18]4[CH:23]=[CH:22][C:21]([OH:24])=[CH:20][CH:19]=4)[S:17][C:10]=23)=[CH:6][CH:5]=1)([O-:3])=[O:2].FC1C=C([N+]([O-])=O)C=CC=1OC1C=CN=C2C=C(C3C=C(C=CC=3)O[CH2:44][CH2:45][N:46]3[CH2:51][CH2:50][O:49][CH2:48][CH2:47]3)SC=12. (5) Given the product [CH2:11]([C:5]1[C:4]2[C:8](=[CH:9][CH:10]=[C:2]([C:19]([OH:21])=[O:20])[CH:3]=2)[NH:7][N:6]=1)[CH2:12][CH3:13], predict the reactants needed to synthesize it. The reactants are: Br[C:2]1[CH:3]=[C:4]2[C:8](=[CH:9][CH:10]=1)[NH:7][N:6]=[C:5]2[CH2:11][CH2:12][CH3:13].[Li]C(C)(C)C.[C:19](=[O:21])=[O:20]. (6) Given the product [CH3:24][C:20]1[CH:21]=[CH:22][CH:23]=[C:2]([CH3:1])[C:3]=1[CH2:4][O:5][C:6]1[CH:7]=[C:8]([CH2:9][C:10]#[N:11])[CH:15]=[CH:16][C:17]=1[O:18][CH3:19], predict the reactants needed to synthesize it. The reactants are: [CH3:1][C:2]1[CH:23]=[CH:22][CH:21]=[C:20]([CH3:24])[C:3]=1[CH2:4][O:5][C:6]1[CH:7]=[C:8]([CH:15]=[CH:16][C:17]=1[O:18][CH3:19])[CH2:9][C:10]1NN=N[N:11]=1.[C-]#N.[Na+]. (7) Given the product [O:18]=[C:17]1[NH:1][C:2]2=[C:3]([C:4]([OH:6])=[O:5])[CH:7]=[CH:8][CH:9]=[C:10]2[O:11]1, predict the reactants needed to synthesize it. The reactants are: [NH2:1][C:2]1[C:10]([OH:11])=[CH:9][CH:8]=[CH:7][C:3]=1[C:4]([OH:6])=[O:5].C1N=CN([C:17](N2C=NC=C2)=[O:18])C=1.